Dataset: Reaction yield outcomes from USPTO patents with 853,638 reactions. Task: Predict the reaction yield, written as a fraction of the theoretical maximum amount of product (1.0 means a 100% yield; for example, 0.34 means a 34% yield). (1) The reactants are Cl[C:2]1[N:7]=[CH:6][N:5]=[C:4]([NH:8][CH:9]2[CH2:14][CH2:13][CH2:12][N:11]([C:15]([O:17][C:18]([CH3:21])([CH3:20])[CH3:19])=[O:16])[CH2:10]2)[CH:3]=1.[O:22]([C:29]1[CH:35]=[CH:34][C:32]([NH2:33])=[CH:31][CH:30]=1)[C:23]1[CH:28]=[CH:27][CH:26]=[CH:25][CH:24]=1.C1C=CC(P(C2C(C3C(P(C4C=CC=CC=4)C4C=CC=CC=4)=CC=C4C=3C=CC=C4)=C3C(C=CC=C3)=CC=2)C2C=CC=CC=2)=CC=1.C([O-])([O-])=O.[Cs+].[Cs+]. The catalyst is C1(C)C=CC=CC=1.CCOC(C)=O.CC([O-])=O.CC([O-])=O.[Pd+2]. The product is [O:22]([C:29]1[CH:30]=[CH:31][C:32]([NH:33][C:2]2[N:7]=[CH:6][N:5]=[C:4]([NH:8][CH:9]3[CH2:14][CH2:13][CH2:12][N:11]([C:15]([O:17][C:18]([CH3:21])([CH3:20])[CH3:19])=[O:16])[CH2:10]3)[CH:3]=2)=[CH:34][CH:35]=1)[C:23]1[CH:28]=[CH:27][CH:26]=[CH:25][CH:24]=1. The yield is 0.409. (2) The reactants are Cl[C:2]1[N:3]=[N:4][C:5](Cl)=[CH:6][CH:7]=1.[NH:9]1[CH2:14][CH2:13][O:12][CH2:11][CH2:10]1. No catalyst specified. The product is [O:12]1[CH2:13][CH2:14][N:9]([C:2]2[N:3]=[N:4][C:5]([N:9]3[CH2:14][CH2:13][O:12][CH2:11][CH2:10]3)=[CH:6][CH:7]=2)[CH2:10][CH2:11]1. The yield is 0.800. (3) The reactants are C([O:8][C:9]1[C:14]([CH2:15][N:16]2[CH2:25][CH2:24][C:23]3[C:18](=[C:19]([Cl:34])[C:20]([CH:27]([O:32][CH3:33])[CH:28]4[CH2:31][O:30][CH2:29]4)=[CH:21][C:22]=3[Cl:26])[C:17]2=[O:35])=[C:13]([O:36][CH3:37])[CH:12]=[C:11]([CH3:38])[N:10]=1)C1C=CC=CC=1. The catalyst is C(OCC)(=O)C.O=[Pt]=O. The product is [Cl:26][C:22]1[CH:21]=[C:20]([CH:27]([O:32][CH3:33])[CH:28]2[CH2:29][O:30][CH2:31]2)[C:19]([Cl:34])=[C:18]2[C:23]=1[CH2:24][CH2:25][N:16]([CH2:15][C:14]1[C:9](=[O:8])[NH:10][C:11]([CH3:38])=[CH:12][C:13]=1[O:36][CH3:37])[C:17]2=[O:35]. The yield is 0.540. (4) The reactants are FC(F)(F)C1C=C(NC(=O)NC2C=CC(C3SC(CCC(OC)=O)=NC=3)=CC=2)C=CC=1.[NH2:32][C:33]1[CH:38]=[CH:37][C:36]([C:39]2[S:43][C:42]([CH:44]3[CH2:49][CH2:48][N:47]([C:50]([O:52][C:53]([CH3:56])([CH3:55])[CH3:54])=[O:51])[CH2:46][CH2:45]3)=[N:41][CH:40]=2)=[CH:35][CH:34]=1.[F:57][C:58]1[CH:63]=[CH:62][CH:61]=[CH:60][C:59]=1[N:64]=[C:65]=[O:66]. No catalyst specified. The product is [F:57][C:58]1[CH:63]=[CH:62][CH:61]=[CH:60][C:59]=1[NH:64][C:65](=[O:66])[NH:32][C:33]1[CH:34]=[CH:35][C:36]([C:39]2[S:43][C:42]([CH:44]3[CH2:45][CH2:46][N:47]([C:50]([O:52][C:53]([CH3:56])([CH3:55])[CH3:54])=[O:51])[CH2:48][CH2:49]3)=[N:41][CH:40]=2)=[CH:37][CH:38]=1. The yield is 0.800. (5) The reactants are [Cl:1][C:2]1[CH:3]=[C:4]2[C:9](=[CH:10][C:11]=1F)[O:8][CH:7]([C:13]([F:16])([F:15])[F:14])[C:6]([C:17]([O:19][CH2:20][CH3:21])=[O:18])=[CH:5]2.[CH2:22]([NH2:26])[CH:23]([CH3:25])[CH3:24].C([O-])([O-])=O.[K+].[K+]. The catalyst is CN(C=O)C. The product is [Cl:1][C:2]1[CH:3]=[C:4]2[C:9](=[CH:10][C:11]=1[NH:26][CH2:22][CH:23]([CH3:25])[CH3:24])[O:8][CH:7]([C:13]([F:16])([F:15])[F:14])[C:6]([C:17]([O:19][CH2:20][CH3:21])=[O:18])=[CH:5]2. The yield is 0.760.